The task is: Predict the reactants needed to synthesize the given product.. This data is from Full USPTO retrosynthesis dataset with 1.9M reactions from patents (1976-2016). Given the product [CH3:1][O:2][C:3](=[O:19])[CH2:4][S:5][CH2:6][C:7]1[C:16]2[CH2:15][CH2:14][CH2:13][C:12](=[O:17])[C:11]=2[CH:10]=[CH:9][C:8]=1[O:18][C@@H:26]([C:28]1[CH:33]=[CH:32][CH:31]=[CH:30][CH:29]=1)[CH2:25][N:20]1[CH:24]=[CH:23][N:22]=[CH:21]1, predict the reactants needed to synthesize it. The reactants are: [CH3:1][O:2][C:3](=[O:19])[CH2:4][S:5][CH2:6][C:7]1[C:16]2[CH2:15][CH2:14][CH2:13][C:12](=[O:17])[C:11]=2[CH:10]=[CH:9][C:8]=1[OH:18].[N:20]1([CH2:25][C@@H:26]([C:28]2[CH:33]=[CH:32][CH:31]=[CH:30][CH:29]=2)O)[CH:24]=[CH:23][N:22]=[CH:21]1.C1C=CC(P(C2C=CC=CC=2)C2C=CC=CC=2)=CC=1.N(C(OCC)=O)=NC(OCC)=O.